From a dataset of Catalyst prediction with 721,799 reactions and 888 catalyst types from USPTO. Predict which catalyst facilitates the given reaction. (1) Reactant: [H-].C([Al+]CC(C)C)C(C)C.[O:11]=[S:12]1(=[O:35])[N:20]([C:21]2[CH:28]=[CH:27][C:24]([C:25]#[N:26])=[C:23]([C:29]([F:32])([F:31])[F:30])[CH:22]=2)[C:19](=[O:33])[C@@H:18]2[C@H:13]1[C@H:14]1[CH2:34][C@@H:17]2[CH:16]=[CH:15]1. Product: [OH:33][CH:19]1[C@@H:18]2[C@@H:13]([C@H:14]3[CH2:34][C@@H:17]2[CH:16]=[CH:15]3)[S:12](=[O:35])(=[O:11])[N:20]1[C:21]1[CH:28]=[CH:27][C:24]([C:25]#[N:26])=[C:23]([C:29]([F:31])([F:30])[F:32])[CH:22]=1. The catalyst class is: 1. (2) Reactant: [H-].[Na+].[CH3:3][O:4][C:5]1[CH:10]=[CH:9][C:8]2[C:11]3[NH:12][C:13]4[C:18]([C:19]=3[CH2:20][CH2:21][S:22][C:7]=2[CH:6]=1)=[CH:17][C:16]([O:23][CH3:24])=[CH:15][CH:14]=4.Br[CH2:26][CH2:27][CH2:28][CH2:29][CH2:30][Cl:31].O. Product: [CH3:3][O:4][C:5]1[CH:10]=[CH:9][C:8]2[C:11]3[N:12]([CH2:26][CH2:27][CH2:28][CH2:29][CH2:30][Cl:31])[C:13]4[C:18]([C:19]=3[CH2:20][CH2:21][S:22][C:7]=2[CH:6]=1)=[CH:17][C:16]([O:23][CH3:24])=[CH:15][CH:14]=4. The catalyst class is: 3. (3) Reactant: CCOCC.C1([Mg]Br)CC1.[CH3:11][O:12][C:13](=[O:33])[C:14]1[CH:19]=[CH:18][C:17]([S:20]([N:23]2[C:31]3[C:26](=[CH:27][CH:28]=[CH:29][CH:30]=3)[C:25](I)=[CH:24]2)(=[O:22])=[O:21])=[CH:16][CH:15]=1.[C:34]1(=[O:40])[CH2:39][CH2:38][CH2:37][CH2:36][CH2:35]1. Product: [CH3:11][O:12][C:13](=[O:33])[C:14]1[CH:19]=[CH:18][C:17]([S:20]([N:23]2[C:31]3[C:26](=[CH:27][CH:28]=[CH:29][CH:30]=3)[C:25]([C:34]3([OH:40])[CH2:39][CH2:38][CH2:37][CH2:36][CH2:35]3)=[CH:24]2)(=[O:22])=[O:21])=[CH:16][CH:15]=1. The catalyst class is: 1. (4) Reactant: CC(=C)C.[C:5]1(=[O:11])[O:10][C:8](=[O:9])[CH:7]=[CH:6]1.[NH3:12]. Product: [C:5]1(=[O:11])[NH:12][C:8](=[O:9])[CH:7]=[CH:6]1.[C:8]1(=[O:9])[O:10][C:5](=[O:11])[CH:6]=[CH:7]1. The catalyst class is: 6. (5) Reactant: [Br:1][C:2]1[CH:10]=[C:9]2[C:5]([CH:6]=[N:7][NH:8]2)=[CH:4][CH:3]=1.[Cl:11]N1C(=O)CCC1=O. Product: [Br:1][C:2]1[CH:10]=[C:9]2[C:5]([C:6]([Cl:11])=[N:7][NH:8]2)=[CH:4][CH:3]=1. The catalyst class is: 9. (6) Reactant: [C:1]1([C:32]2[CH:37]=[CH:36][CH:35]=[CH:34][CH:33]=2)[CH:6]=[CH:5][C:4]([C:7]([N:9]([CH3:31])[C:10]2[CH:15]=[CH:14][C:13]([C@@H:16]3[CH2:18][C@H:17]3[N:19]([CH2:27][CH:28]3[CH2:30][CH2:29]3)C(=O)OC(C)(C)C)=[CH:12][CH:11]=2)=[O:8])=[CH:3][CH:2]=1.CO.[ClH:40]. Product: [ClH:40].[CH:28]1([CH2:27][NH:19][C@@H:17]2[CH2:18][C@H:16]2[C:13]2[CH:14]=[CH:15][C:10]([N:9]([CH3:31])[C:7]([C:4]3[CH:3]=[CH:2][C:1]([C:32]4[CH:37]=[CH:36][CH:35]=[CH:34][CH:33]=4)=[CH:6][CH:5]=3)=[O:8])=[CH:11][CH:12]=2)[CH2:30][CH2:29]1. The catalyst class is: 1. (7) Reactant: [Si:1]([O:8][C:9]1([CH2:13][CH:14]([OH:17])CO)[CH2:12][CH2:11][CH2:10]1)([C:4]([CH3:7])([CH3:6])[CH3:5])([CH3:3])[CH3:2].C1COCC1.CC(O)(C)C.O.I([O-])(=O)(=O)=O.[Na+].CCOC(C)=O.CCCCCC. Product: [Si:1]([O:8][C:9]1([CH2:13][CH:14]=[O:17])[CH2:10][CH2:11][CH2:12]1)([C:4]([CH3:7])([CH3:6])[CH3:5])([CH3:3])[CH3:2]. The catalyst class is: 6.